From a dataset of Full USPTO retrosynthesis dataset with 1.9M reactions from patents (1976-2016). Predict the reactants needed to synthesize the given product. (1) The reactants are: [CH2:1]([NH:3][C:4]1[CH:9]=[CH:8][N:7]=[CH:6][C:5]=1[N+:10]([O-])=O)[CH3:2].O.[ClH:14]. Given the product [Cl:14][C:6]1[C:5]([NH2:10])=[C:4]([NH:3][CH2:1][CH3:2])[CH:9]=[CH:8][N:7]=1, predict the reactants needed to synthesize it. (2) Given the product [Cl:1][C:2]1[CH:3]=[N:4][CH:5]=[C:6]([Cl:20])[C:7]=1[S:8][C:9]1[S:13][C:12]([C:14]([NH:29][C:28]2[CH:27]=[CH:26][C:25]([S:22]([CH3:21])(=[O:24])=[O:23])=[CH:31][CH:30]=2)=[O:15])=[CH:11][C:10]=1[N+:17]([O-:19])=[O:18], predict the reactants needed to synthesize it. The reactants are: [Cl:1][C:2]1[CH:3]=[N:4][CH:5]=[C:6]([Cl:20])[C:7]=1[S:8][C:9]1[S:13][C:12]([C:14](Cl)=[O:15])=[CH:11][C:10]=1[N+:17]([O-:19])=[O:18].[CH3:21][S:22]([C:25]1[CH:31]=[CH:30][C:28]([NH2:29])=[CH:27][CH:26]=1)(=[O:24])=[O:23]. (3) Given the product [CH3:12][O:13][C:14]1[CH:21]=[CH:20][C:17]([N:18]([CH3:19])[C:2]2[C:11]3[C:6](=[CH:7][CH:8]=[CH:9][CH:10]=3)[N:5]=[CH:4][N:3]=2)=[CH:16][CH:15]=1, predict the reactants needed to synthesize it. The reactants are: Cl[C:2]1[C:11]2[C:6](=[CH:7][CH:8]=[CH:9][CH:10]=2)[N:5]=[CH:4][N:3]=1.[CH3:12][O:13][C:14]1[CH:21]=[CH:20][C:17]([NH:18][CH3:19])=[CH:16][CH:15]=1. (4) Given the product [ClH:23].[ClH:23].[ClH:23].[NH2:8][CH2:9][C@H:10]([N:15]1[CH2:16][CH2:17][N:18]([CH2:21][C:22]2[CH:44]=[CH:43][C:42]([F:45])=[CH:41][CH:40]=2)[CH2:19][CH2:20]1)[C:11]([O:13][CH3:14])=[O:12], predict the reactants needed to synthesize it. The reactants are: C(OC([NH:8][CH2:9][C@H:10]([N:15]1[CH2:20][CH2:19][N:18]([CH2:21][CH3:22])[CH2:17][CH2:16]1)[C:11]([O:13][CH3:14])=[O:12])=O)(C)(C)C.[ClH:23].Cl.Cl.NC[C@H](N1CCN(CC2[CH:44]=[CH:43][C:42]([F:45])=[CH:41][CH:40]=2)CC1)C(O)=O.